This data is from Catalyst prediction with 721,799 reactions and 888 catalyst types from USPTO. The task is: Predict which catalyst facilitates the given reaction. (1) Reactant: ClCCO.[Cl:5][C:6](Cl)(Cl)[C:7](=N)[O:8][CH:9]1[O:22][C@H:21]([CH2:23][O:24][C:25](=[O:27])[CH3:26])[C@@H:16]([O:17][C:18](=[O:20])[CH3:19])[C@H:11]([O:12][C:13](=[O:15])[CH3:14])[C@H:10]1[F:28].FC(F)(F)S(O[Si](C)(C)C)(=O)=O. Product: [C:13]([O:12][C@H:11]1[C@H:16]([O:17][C:18](=[O:20])[CH3:19])[C@@H:21]([CH2:23][O:24][C:25](=[O:27])[CH3:26])[O:22][CH:9]([O:8][CH2:7][CH2:6][Cl:5])[C@@H:10]1[F:28])(=[O:15])[CH3:14]. The catalyst class is: 2. (2) Reactant: [CH3:1][C:2]1([CH3:14])[CH2:7][O:6][C:5]2([CH2:12][CH2:11][CH:10]([OH:13])[CH2:9][CH2:8]2)[O:4][CH2:3]1.[H-].[Na+].Cl[C:18]1[CH:25]=[CH:24][C:21]([C:22]#[N:23])=[CH:20][N:19]=1. Product: [CH3:1][C:2]1([CH3:14])[CH2:3][O:4][C:5]2([CH2:8][CH2:9][CH:10]([O:13][C:18]3[CH:25]=[CH:24][C:21]([C:22]#[N:23])=[CH:20][N:19]=3)[CH2:11][CH2:12]2)[O:6][CH2:7]1. The catalyst class is: 3.